Dataset: Full USPTO retrosynthesis dataset with 1.9M reactions from patents (1976-2016). Task: Predict the reactants needed to synthesize the given product. Given the product [CH2:1]([O:3][C:4]1[CH:14]=[C:13]([CH:15]([CH3:17])[CH3:16])[C:12]([C:20]#[N:21])=[CH:11][C:5]=1[C:6]([O:8][CH2:9][CH3:10])=[O:7])[CH3:2], predict the reactants needed to synthesize it. The reactants are: [CH2:1]([O:3][C:4]1[CH:14]=[C:13]([CH:15]([CH3:17])[CH3:16])[C:12](Br)=[CH:11][C:5]=1[C:6]([O:8][CH2:9][CH3:10])=[O:7])[CH3:2].[Cu][C:20]#[N:21].